Dataset: Reaction yield outcomes from USPTO patents with 853,638 reactions. Task: Predict the reaction yield, written as a fraction of the theoretical maximum amount of product (1.0 means a 100% yield; for example, 0.34 means a 34% yield). (1) The reactants are CCN(C(C)C)C(C)C.[C:10]1([CH3:24])[CH:15]=[CH:14][CH:13]=[C:12]([N:16]2[CH:20]=[C:19]([C:21]([OH:23])=O)[N:18]=[N:17]2)[CH:11]=1.CC1C=C(C=CC=1)N.C1C=CC2N(O)N=NC=2C=1.CCN=C=NCCCN(C)C.[NH2:54][CH2:55][C:56]([N:58]1[CH2:63][CH2:62][CH:61]([O:64][C:65]2[CH:70]=[C:69]([F:71])[CH:68]=[CH:67][C:66]=2[Cl:72])[CH2:60][CH2:59]1)=[O:57]. The catalyst is CN(C=O)C.O. The product is [Cl:72][C:66]1[CH:67]=[CH:68][C:69]([F:71])=[CH:70][C:65]=1[O:64][CH:61]1[CH2:62][CH2:63][N:58]([C:56](=[O:57])[CH2:55][NH:54][C:21]([C:19]2[N:18]=[N:17][N:16]([C:12]3[CH:11]=[C:10]([CH3:24])[CH:15]=[CH:14][CH:13]=3)[CH:20]=2)=[O:23])[CH2:59][CH2:60]1. The yield is 0.741. (2) The reactants are Cl[C:2]1[CH:7]=[C:6]([CH3:8])[N:5]=[CH:4][N:3]=1.[C:9]1(B(O)O)[CH:14]=[CH:13][CH:12]=[CH:11][CH:10]=1.C(=O)([O-])[O-].[Na+].[Na+]. The catalyst is Cl[Pd](Cl)([P](C1C=CC=CC=1)(C1C=CC=CC=1)C1C=CC=CC=1)[P](C1C=CC=CC=1)(C1C=CC=CC=1)C1C=CC=CC=1.ClCCl.O.C(#N)C. The product is [CH3:8][C:6]1[CH:7]=[C:2]([C:9]2[CH:14]=[CH:13][CH:12]=[CH:11][CH:10]=2)[N:3]=[CH:4][N:5]=1. The yield is 0.460. (3) The reactants are I.[NH2:2][CH2:3][CH2:4][CH2:5][NH:6][C:7]1[C:8]([C:12]2[N:16]([C:17]3[CH:22]=[CH:21][C:20]([F:23])=[C:19]([Br:24])[CH:18]=3)[C:15](=[O:25])[O:14][N:13]=2)=[N:9][O:10][N:11]=1.[S:26](N)([NH2:29])(=[O:28])=[O:27]. The catalyst is N1C=CC=CC=1. The product is [Br:24][C:19]1[CH:18]=[C:17]([N:16]2[C:15](=[O:25])[O:14][N:13]=[C:12]2[C:8]2[C:7]([NH:6][CH2:5][CH2:4][CH2:3][NH:2][S:26]([NH2:29])(=[O:28])=[O:27])=[N:11][O:10][N:9]=2)[CH:22]=[CH:21][C:20]=1[F:23]. The yield is 0.710. (4) The reactants are [NH2:1][C:2]1[N:10]=[C:9]2[C:5]([NH:6][CH:7]=[N:8]2)=[C:4]([Cl:11])[N:3]=1.[C:12](OC(=O)C)(=[O:14])[CH3:13]. The catalyst is CN(C)C(=O)C. The product is [C:12]([N:8]1[CH:7]=[N:6][C:5]2[C:9]1=[N:10][C:2]([NH2:1])=[N:3][C:4]=2[Cl:11])(=[O:14])[CH3:13]. The yield is 0.990. (5) The reactants are CC(C)([O-])C.[K+].[Cl:7][C:8]1[C:9]([F:16])=[CH:10][C:11]([I:15])=[C:12]([CH:14]=1)[NH2:13].[O:17]1[CH2:22][CH2:21][CH2:20][CH2:19][CH:18]1[N:23]1[CH:27]=[C:26]([C:28](F)=[O:29])[CH:25]=[N:24]1.C([O-])(O)=O.[Na+]. The catalyst is C1COCC1. The product is [Cl:7][C:8]1[C:9]([F:16])=[CH:10][C:11]([I:15])=[C:12]([NH:13][C:28]([C:26]2[CH:25]=[N:24][N:23]([CH:18]3[CH2:19][CH2:20][CH2:21][CH2:22][O:17]3)[CH:27]=2)=[O:29])[CH:14]=1. The yield is 0.310. (6) The yield is 0.730. The reactants are [CH3:1][C:2]1[CH:11]=[CH:10][C:9]2[C:4](=[CH:5][CH:6]=[CH:7][C:8]=2[N:12]2[CH2:17][CH2:16][N:15]([CH2:18][CH2:19][C:20]3[CH:21]=[C:22]([CH:24]=[CH:25][CH:26]=3)[NH2:23])[CH2:14][CH2:13]2)[N:3]=1.[C:27](Cl)(=[O:30])[CH2:28][CH3:29]. The product is [CH3:1][C:2]1[CH:11]=[CH:10][C:9]2[C:4](=[CH:5][CH:6]=[CH:7][C:8]=2[N:12]2[CH2:13][CH2:14][N:15]([CH2:18][CH2:19][C:20]3[CH:21]=[C:22]([NH:23][C:27](=[O:30])[CH2:28][CH3:29])[CH:24]=[CH:25][CH:26]=3)[CH2:16][CH2:17]2)[N:3]=1. No catalyst specified. (7) The reactants are [NH2:1][C:2]1[CH:7]=[CH:6][CH:5]=[CH:4][CH:3]=1.[Cl:8][C:9]1[N:13]2[CH:14]=[C:15]([C:22]3[CH:26]=[CH:25][O:24][CH:23]=3)[CH:16]=[C:17]([C:18]([F:21])([F:20])[F:19])[C:12]2=[N:11][C:10]=1[C:27]([N:29]1[CH2:34][CH2:33][CH:32]([C:35](O)=[O:36])[CH2:31][CH2:30]1)=[O:28].CN(C(ON1N=NC2C=CC=NC1=2)=[N+](C)C)C.F[P-](F)(F)(F)(F)F.CCN(C(C)C)C(C)C.C([O-])(O)=O.[Na+]. The catalyst is CN(C=O)C. The product is [C:2]1([NH:1][C:35]([CH:32]2[CH2:33][CH2:34][N:29]([C:27]([C:10]3[N:11]=[C:12]4[C:17]([C:18]([F:21])([F:19])[F:20])=[CH:16][C:15]([C:22]5[CH:26]=[CH:25][O:24][CH:23]=5)=[CH:14][N:13]4[C:9]=3[Cl:8])=[O:28])[CH2:30][CH2:31]2)=[O:36])[CH:7]=[CH:6][CH:5]=[CH:4][CH:3]=1. The yield is 0.300.